This data is from Reaction yield outcomes from USPTO patents with 853,638 reactions. The task is: Predict the reaction yield, written as a fraction of the theoretical maximum amount of product (1.0 means a 100% yield; for example, 0.34 means a 34% yield). (1) The reactants are [CH2:1]1[C:10]2[C:5]3=[C:6]([CH2:13][CH2:14][CH2:15][N:4]3[CH2:3][CH2:2]1)[CH:7]=[C:8]([CH:11]=O)[CH:9]=2.[C:16]([C:18]1[C:19](=[C:26]([C:29]#[N:30])[C:27]#[N:28])[O:20][C:21]([CH3:25])([CH3:24])[C:22]=1[CH3:23])#[N:17].C(O)(=O)C. The catalyst is N1C=CC=CC=1. The product is [C:16]([C:18]1[C:19](=[C:26]([C:27]#[N:28])[C:29]#[N:30])[O:20][C:21]([CH3:24])([CH3:25])[C:22]=1[CH:23]=[CH:11][C:8]1[CH:9]=[C:10]2[C:5]3=[C:6]([CH2:13][CH2:14][CH2:15][N:4]3[CH2:3][CH2:2][CH2:1]2)[CH:7]=1)#[N:17]. The yield is 0.420. (2) The reactants are [N:1]([C:4]1[CH:14]=[CH:13][C:7]([C:8]([O:10][CH2:11][CH3:12])=[O:9])=[CH:6][CH:5]=1)=[C:2]=[O:3].[Cl:15][C:16]1[CH:22]=[CH:21][C:19]([NH2:20])=[CH:18][C:17]=1[C:23]([F:26])([F:25])[F:24]. The catalyst is C(Cl)Cl. The product is [Cl:15][C:16]1[CH:22]=[CH:21][C:19]([NH:20][C:2]([NH:1][C:4]2[CH:14]=[CH:13][C:7]([C:8]([O:10][CH2:11][CH3:12])=[O:9])=[CH:6][CH:5]=2)=[O:3])=[CH:18][C:17]=1[C:23]([F:24])([F:25])[F:26]. The yield is 0.970. (3) The reactants are F[C:2]1[N:7]=[CH:6][C:5]([C:8]2[C:17]3[C:12](=[CH:13][C:14]([O:20][CH3:21])=[C:15]([O:18][CH3:19])[CH:16]=3)[N:11]=[N:10][CH:9]=2)=[CH:4][C:3]=1[CH3:22].[NH:23]1[CH2:28][CH2:27][CH:26]([C:29]([OH:32])([CH3:31])[CH3:30])[CH2:25][CH2:24]1. The catalyst is CS(C)=O.O. The product is [CH3:19][O:18][C:15]1[CH:16]=[C:17]2[C:12](=[CH:13][C:14]=1[O:20][CH3:21])[N:11]=[N:10][CH:9]=[C:8]2[C:5]1[CH:4]=[C:3]([CH3:22])[C:2]([N:23]2[CH2:28][CH2:27][CH:26]([C:29]([OH:32])([CH3:31])[CH3:30])[CH2:25][CH2:24]2)=[N:7][CH:6]=1. The yield is 0.700. (4) The reactants are Cl[C:2]1[C:3]2[N:10]=[C:9]([CH2:11][C:12]3[C:17]([Cl:18])=[CH:16][CH:15]=[CH:14][C:13]=3[Cl:19])[O:8][C:4]=2[N:5]=[CH:6][N:7]=1.[F:20][C:21]([F:30])([F:29])[C:22]1[CH:27]=[CH:26][C:25]([NH2:28])=[CH:24][CH:23]=1.CC1C=CC(S(O)(=O)=O)=CC=1.O. The catalyst is C1(C)C=CC=CC=1. The product is [Cl:19][C:13]1[CH:14]=[CH:15][CH:16]=[C:17]([Cl:18])[C:12]=1[CH2:11][C:9]1[O:8][C:4]2[N:5]=[CH:6][N:7]=[C:2]([NH:28][C:25]3[CH:26]=[CH:27][C:22]([C:21]([F:20])([F:29])[F:30])=[CH:23][CH:24]=3)[C:3]=2[N:10]=1. The yield is 0.340. (5) The reactants are Cl[C:2]1[CH:7]=[C:6]([C:8]2[CH:9]=[N:10][C:11]([C:14]([F:17])([F:16])[F:15])=[CH:12][CH:13]=2)[N:5]=[C:4]([CH3:18])[N:3]=1.[CH3:19][N:20](C=O)C. The catalyst is CCOC(C)=O.[C-]#N.[C-]#N.[Zn+2].C1C=CC(P(C2C=CC=CC=2)[C-]2C=CC=C2)=CC=1.C1C=CC(P(C2C=CC=CC=2)[C-]2C=CC=C2)=CC=1.[Fe+2]. The product is [CH3:18][C:4]1[N:3]=[C:2]([C:19]#[N:20])[CH:7]=[C:6]([C:8]2[CH:9]=[N:10][C:11]([C:14]([F:17])([F:16])[F:15])=[CH:12][CH:13]=2)[N:5]=1. The yield is 0.860. (6) The product is [C:1]([C:3]1[CH:4]=[C:5]([CH:9]=[CH:10][C:11]=1[O:12][CH:13]([CH3:15])[CH3:14])[C:6]([NH:29][NH2:30])=[O:7])#[N:2]. The yield is 0.950. The reactants are [C:1]([C:3]1[CH:4]=[C:5]([CH:9]=[CH:10][C:11]=1[O:12][CH:13]([CH3:15])[CH3:14])[C:6](O)=[O:7])#[N:2].C(N1C=CN=C1)(N1C=CN=C1)=O.O.[NH2:29][NH2:30]. The catalyst is O1CCCC1. (7) The reactants are N1C=CC=CC=1.[CH3:7][O:8][C:9](=[O:28])[CH:10]([C:21]1[CH:26]=[CH:25][C:24]([F:27])=[CH:23][CH:22]=1)[CH:11]([C:13]1[CH:18]=[CH:17][N:16]=[C:15]([S:19][CH3:20])[N:14]=1)[OH:12]. The catalyst is C(Cl)Cl.CCOCC.[Cr]. The product is [CH3:7][O:8][C:9](=[O:28])[CH:10]([C:21]1[CH:22]=[CH:23][C:24]([F:27])=[CH:25][CH:26]=1)[C:11]([C:13]1[CH:18]=[CH:17][N:16]=[C:15]([S:19][CH3:20])[N:14]=1)=[O:12]. The yield is 0.430. (8) The reactants are [CH2:1]([O:3][C:4]1[CH:13]=[CH:12][C:7]2[C:8](=[O:11])[CH2:9][O:10][C:6]=2[C:5]=1[CH2:14][N:15]1[CH2:20][CH2:19][N:18]([C:21]([O:23][C:24]([CH3:27])([CH3:26])[CH3:25])=[O:22])[CH2:17][CH2:16]1)[CH3:2].[NH:28]1[C:36]2[C:31](=[CH:32][CH:33]=[CH:34][CH:35]=2)[C:30]([CH:37]=O)=[CH:29]1.N1CCCCC1. The catalyst is CO. The product is [NH:28]1[C:36]2[C:31](=[CH:32][CH:33]=[CH:34][CH:35]=2)[C:30](/[CH:37]=[C:9]2\[O:10][C:6]3[C:5]([CH2:14][N:15]4[CH2:16][CH2:17][N:18]([C:21]([O:23][C:24]([CH3:26])([CH3:25])[CH3:27])=[O:22])[CH2:19][CH2:20]4)=[C:4]([O:3][CH2:1][CH3:2])[CH:13]=[CH:12][C:7]=3[C:8]\2=[O:11])=[CH:29]1. The yield is 0.740. (9) The reactants are [Cl:1][C:2]1[CH:7]=[CH:6][CH:5]=[C:4]([Cl:8])[C:3]=1[C:9]1[S:10][C:11]2[C:12](=O)[NH:13][CH:14]=[CH:15][C:16]=2[N:17]=1.C1C=CC(C2C=CC=CC=2)=CC=1.C1C=CC(OC2C=CC=CC=2)=CC=1.ClC1C=CC=C(Cl)C=1C1SC=[C:55](/[CH:57]=[CH:58]/[C:59]([N:61]=[N+]=[N-])=[O:60])N=1. The catalyst is O1CCOCC1. The product is [Cl:1][C:2]1[CH:7]=[CH:6][CH:5]=[C:4]([Cl:8])[C:3]=1[C:9]1[S:10][C:11]2[C:12]([NH:61][C:59]([CH:58]3[CH2:55][CH2:57]3)=[O:60])=[N:13][CH:14]=[CH:15][C:16]=2[N:17]=1. The yield is 0.310. (10) The reactants are [N+:1]([C:4]1[CH:12]=[C:11]2[C:7]([CH:8]=[CH:9][N:10]2[CH2:13][C:14]([O:16][CH2:17][CH3:18])=[O:15])=[CH:6][CH:5]=1)([O-])=O.[Cl-].[NH4+]. The catalyst is [Fe].C(O)C.O. The product is [NH2:1][C:4]1[CH:12]=[C:11]2[C:7]([CH:8]=[CH:9][N:10]2[CH2:13][C:14]([O:16][CH2:17][CH3:18])=[O:15])=[CH:6][CH:5]=1. The yield is 0.550.